The task is: Binary Classification. Given a miRNA mature sequence and a target amino acid sequence, predict their likelihood of interaction.. This data is from Experimentally validated miRNA-target interactions with 360,000+ pairs, plus equal number of negative samples. The miRNA is hsa-miR-5186 with sequence AGAGAUUGGUAGAAAUCAGGU. The protein sequence of the target gene is MRNRMAPENPQPDPFINRNYSNMKVIPPQDPASPSFTLLSKLECSGTVSAYCSLNLPGSTDPPTSASRVAATTAIRRRHKERTSFTHQQYEELEALFSQTMFPDRNLQEKLALRLDLPESTVKVWFRNRRFKLKKQQQQQSAKQRNQILPSKKNVPTSPRTSPSPYAFSPVISDFYSSLPSQPLDPSNWAWNSTFTESSTSDFQMQDTQWERLVASVPALYSDAYDIFQIIELYNLPDENEISSSSFHCLYQYLSPTKYQVGGQGSSLSIFAGPAVGLSPAQTWPNMTSQAFEAYSLTDS.... Result: 1 (interaction).